This data is from Drug-target binding data from BindingDB using Kd measurements. The task is: Regression. Given a target protein amino acid sequence and a drug SMILES string, predict the binding affinity score between them. We predict pKd (pKd = -log10(Kd in M); higher means stronger binding). Dataset: bindingdb_kd. (1) The small molecule is CC(=O)[C@H]1CC[C@@H]2[C@]1(C)CC=C1[C@@]3(C)CC[C@H](O)C[C@]34C=C[C@@]12C(C(=O)O)C4C(=O)O. The target protein (P9WIK2) has sequence MSGETTRLTEPQLRELAARGAAELDGATATDMLRWTDETFGDIGGAGGGVSGHRGWTTCNYVVASNMADAVLVDLAAKVRPGVPVIFLDTGYHFVETIGTRDAIESVYDVRVLNVTPEHTVAEQDELLGKDLFARNPHECCRLRKVVPLGKTLRGYSAWVTGLRRVDAPTRANAPLVSFDETFKLVKVNPLAAWTDQDVQEYIADNDVLVNPLVREGYPSIGCAPCTAKPAEGADPRSGRWQGLAKTECGLHAS. The pKd is 3.9. (2) The small molecule is CNC(=O)c1cc(Oc2ccc(NC(=O)Nc3ccc(Cl)c(C(F)(F)F)c3)cc2)ccn1. The target protein (Q13523) has sequence MAAAETQSLREQPEMEDANSEKSINEENGEVSEDQSQNKHSRHKKKKHKHRSKHKKHKHSSEEDKDKKHKHKHKHKKHKRKEIIDASDKEGMSPAKRTKLDDLALLEDLEKQRALIKAELDNELMEGKVQSGMGLILQGYESGSEEEGEIHEKARNGNRSSTRSSSTKGKLELVDNKITTKKRSKSRSKERTRHRSDKKKSKGGIEIVKEKTTRSKSKERKKSKSPSKRSKSQDQARKSKSPTLRRRSQEKIGKARSPTDDKVKIEDKSKSKDRKKSPIINESRSRDRGKKSRSPVDLRGKSKDRRSRSKERKSKRSETDKEKKPIKSPSKDASSGKENRSPSRRPGRSPKRRSLSPKPRDKSRRSRSPLLNDRRSKQSKSPSRTLSPGRRAKSRSLERKRREPERRRLSSPRTRPRDDILSRRERSKDASPINRWSPTRRRSRSPIRRRSRSPLRRSRSPRRRSRSPRRRDRGRRSRSRLRRRSRSRGGRRRRSRSKVK.... The pKd is 5.0.